Dataset: Reaction yield outcomes from USPTO patents with 853,638 reactions. Task: Predict the reaction yield, written as a fraction of the theoretical maximum amount of product (1.0 means a 100% yield; for example, 0.34 means a 34% yield). (1) The reactants are Cl[C:2]1[N:7]=[C:6]([C:8]([OH:10])=[O:9])[CH:5]=[CH:4][C:3]=1[CH:11]1[CH2:13][CH2:12]1.[F:14][C:15]([F:22])([F:21])[C@@H:16]([OH:20])[CH2:17][CH2:18][OH:19].CC(C)([O-])C.[K+].Cl. The catalyst is CN(C=O)C. The product is [CH:11]1([C:3]2[CH:4]=[CH:5][C:6]([C:8]([OH:10])=[O:9])=[N:7][C:2]=2[O:20][C@H:16]([C:15]([F:22])([F:21])[F:14])[CH2:17][CH2:18][OH:19])[CH2:13][CH2:12]1. The yield is 0.0830. (2) The reactants are Cl[C:2]([O:4][CH2:5][C:6]1[CH:11]=[CH:10][CH:9]=[CH:8][CH:7]=1)=[O:3].C([N:19]1[CH2:23][CH2:22][C:21]([S:31]([C:34]2[CH:39]=[CH:38][C:37]([F:40])=[CH:36][CH:35]=2)(=[O:33])=[O:32])([C:24]2[CH:29]=[CH:28][C:27]([I:30])=[CH:26][CH:25]=2)[CH2:20]1)C1C=CC=CC=1. The catalyst is C(Cl)(Cl)Cl. The product is [F:40][C:37]1[CH:36]=[CH:35][C:34]([S:31]([C:21]2([C:24]3[CH:29]=[CH:28][C:27]([I:30])=[CH:26][CH:25]=3)[CH2:22][CH2:23][N:19]([C:2]([O:4][CH2:5][C:6]3[CH:11]=[CH:10][CH:9]=[CH:8][CH:7]=3)=[O:3])[CH2:20]2)(=[O:33])=[O:32])=[CH:39][CH:38]=1. The yield is 0.780. (3) The reactants are [Cl:1][C:2]1[CH:7]=[CH:6][CH:5]=[CH:4][C:3]=1[C:8]1[C:13]([Cl:14])=[CH:12][C:11]([O:15][CH3:16])=[C:10]([C:17]([OH:19])=O)[CH:9]=1.[N:20]1([C:26]([O:28][C:29]([CH3:32])([CH3:31])[CH3:30])=[O:27])[CH2:25][CH2:24][NH:23][CH2:22][CH2:21]1.F[P-](F)(F)(F)(F)F.N1(O[P+](N(C)C)(N(C)C)N(C)C)C2C=CC=CC=2N=N1.CCN(C(C)C)C(C)C. The catalyst is CN(C=O)C.C(OCC)(=O)C. The product is [Cl:1][C:2]1[CH:7]=[CH:6][CH:5]=[CH:4][C:3]=1[C:8]1[C:13]([Cl:14])=[CH:12][C:11]([O:15][CH3:16])=[C:10]([C:17]([N:23]2[CH2:22][CH2:21][N:20]([C:26]([O:28][C:29]([CH3:32])([CH3:31])[CH3:30])=[O:27])[CH2:25][CH2:24]2)=[O:19])[CH:9]=1. The yield is 0.700. (4) The reactants are [CH2:1]([S:3]([C:6]1[CH:7]=[CH:8][C:9]([F:26])=[C:10]([C:12]2[C:13]3[CH:22]=[C:21]([C:23](O)=[O:24])[NH:20][C:14]=3[C:15](=[O:19])[N:16]([CH3:18])[CH:17]=2)[CH:11]=1)(=[O:5])=[O:4])[CH3:2].C(Cl)(=O)C(Cl)=O.CN(C)C=O.[CH2:38]([NH2:40])[CH3:39].O1CCCC1. The catalyst is ClCCl. The product is [CH2:38]([NH:40][C:23]([C:21]1[NH:20][C:14]2[C:15](=[O:19])[N:16]([CH3:18])[CH:17]=[C:12]([C:10]3[CH:11]=[C:6]([S:3]([CH2:1][CH3:2])(=[O:5])=[O:4])[CH:7]=[CH:8][C:9]=3[F:26])[C:13]=2[CH:22]=1)=[O:24])[CH3:39]. The yield is 0.880. (5) The reactants are [CH3:1][O:2][C:3]([C:5]1([C:8]2[CH:13]=[CH:12][C:11]([OH:14])=[C:10]([NH2:15])[CH:9]=2)[CH2:7][CH2:6]1)=[O:4].Cl[C:17](Cl)([O:19]C(=O)OC(Cl)(Cl)Cl)Cl.O. The catalyst is C1COCC1. The product is [CH3:1][O:2][C:3]([C:5]1([C:8]2[CH:13]=[CH:12][C:11]3[O:14][C:17](=[O:19])[NH:15][C:10]=3[CH:9]=2)[CH2:7][CH2:6]1)=[O:4]. The yield is 0.910. (6) The reactants are [Br:1][C:2]1[CH:12]=[CH:11][C:5]([C:6]([O:8]CC)=O)=[CH:4][CH:3]=1.[Cl:13][C:14]1[N:19]=[C:18]([CH3:20])[CH:17]=[CH:16][CH:15]=1. No catalyst specified. The product is [Br:1][C:2]1[CH:3]=[CH:4][C:5]([C:6](=[O:8])[CH2:20][C:18]2[CH:17]=[CH:16][CH:15]=[C:14]([Cl:13])[N:19]=2)=[CH:11][CH:12]=1. The yield is 0.820. (7) The reactants are C([N:8]1[CH2:13][CH2:12][CH:11]([N:14]2[CH2:18][CH2:17][N:16]([CH2:19][CH2:20][N:21]3[CH2:25][CH2:24][CH2:23][C@@H:22]3[CH3:26])[C:15]2=[C:27]([C:30]#[N:31])[C:28]#[N:29])[CH2:10][CH2:9]1)C1C=CC=CC=1.ClC(OC(Cl)C)=O. The catalyst is ClCCCl. The product is [CH3:26][C@H:22]1[CH2:23][CH2:24][CH2:25][N:21]1[CH2:20][CH2:19][N:16]1[CH2:17][CH2:18][N:14]([CH:11]2[CH2:12][CH2:13][NH:8][CH2:9][CH2:10]2)[C:15]1=[C:27]([C:28]#[N:29])[C:30]#[N:31]. The yield is 0.653.